From a dataset of Catalyst prediction with 721,799 reactions and 888 catalyst types from USPTO. Predict which catalyst facilitates the given reaction. (1) Reactant: [OH:1][CH2:2][CH:3]1[C:12]2[CH:11]=[CH:10][CH:9]=[C:8]([C:13]#[N:14])[C:7]=2[CH2:6][CH2:5][O:4]1.CC(OI1(OC(C)=O)(OC(C)=O)OC(=O)C2C=CC=CC1=2)=O. Product: [CH:2]([CH:3]1[C:12]2[CH:11]=[CH:10][CH:9]=[C:8]([C:13]#[N:14])[C:7]=2[CH2:6][CH2:5][O:4]1)=[O:1]. The catalyst class is: 2. (2) The catalyst class is: 477. Reactant: [Cl:1][C:2]1[CH:3]=[C:4]2[C:8](=[C:9]([CH:11]([O:13][CH2:14][C:15]3([C:21]4[CH:26]=[CH:25][CH:24]=[CH:23][CH:22]=4)[CH2:20][CH2:19][NH:18][CH2:17][CH2:16]3)[CH3:12])[CH:10]=1)[NH:7][N:6]=[CH:5]2.C=O.[C:29]([BH3-])#N.[Na+]. Product: [Cl:1][C:2]1[CH:3]=[C:4]2[C:8](=[C:9]([CH:11]([O:13][CH2:14][C:15]3([C:21]4[CH:22]=[CH:23][CH:24]=[CH:25][CH:26]=4)[CH2:16][CH2:17][N:18]([CH3:29])[CH2:19][CH2:20]3)[CH3:12])[CH:10]=1)[NH:7][N:6]=[CH:5]2. (3) Reactant: FC1C=CC(C(Cl)=O)=CC=1.[CH3:11][O:12][C:13]1[CH:14]=[C:15]2[C:20](=[CH:21][C:22]=1[O:23][CH3:24])[N:19]=[CH:18][CH:17]=[C:16]2[O:25][C:26]1[CH:32]=[CH:31][C:29]([NH2:30])=[C:28]([F:33])[CH:27]=1.[F:34][C:35]1[CH:40]=[CH:39][C:38]([C:41]([N:43]=[C:44]=[S:45])=[O:42])=[CH:37][CH:36]=1. Product: [F:34][C:35]1[CH:36]=[CH:37][C:38]([C:41]([N:43]=[C:44]=[S:45])=[O:42])=[CH:39][CH:40]=1.[CH3:11][O:12][C:13]1[CH:14]=[C:15]2[C:20](=[CH:21][C:22]=1[O:23][CH3:24])[N:19]=[CH:18][CH:17]=[C:16]2[O:25][C:26]1[CH:32]=[CH:31][C:29]([NH:30][C:44]([NH:43][C:41](=[O:42])[C:38]2[CH:39]=[CH:40][C:35]([F:34])=[CH:36][CH:37]=2)=[S:45])=[C:28]([F:33])[CH:27]=1. The catalyst class is: 234. (4) Reactant: [OH:1][CH:2]([C:6]1[CH:11]=[CH:10][C:9]([C:12]2[N:16]=[C:15]([C:17]3[O:21][N:20]=[C:19]([C:22]4[CH:27]=[CH:26][CH:25]=[CH:24][CH:23]=4)[C:18]=3[C:28]([F:31])([F:30])[F:29])[O:14][N:13]=2)=[CH:8][CH:7]=1)[C:3]([OH:5])=O.[CH3:32][C:33]1[O:37][N:36]=[C:35]([CH2:38][NH2:39])[CH:34]=1.CN1CCOCC1.CN(C(ON1N=NC2C=CC=NC1=2)=[N+](C)C)C.F[P-](F)(F)(F)(F)F. Product: [OH:1][CH:2]([C:6]1[CH:7]=[CH:8][C:9]([C:12]2[N:16]=[C:15]([C:17]3[O:21][N:20]=[C:19]([C:22]4[CH:23]=[CH:24][CH:25]=[CH:26][CH:27]=4)[C:18]=3[C:28]([F:31])([F:30])[F:29])[O:14][N:13]=2)=[CH:10][CH:11]=1)[C:3]([NH:39][CH2:38][C:35]1[CH:34]=[C:33]([CH3:32])[O:37][N:36]=1)=[O:5]. The catalyst class is: 3.